This data is from Catalyst prediction with 721,799 reactions and 888 catalyst types from USPTO. The task is: Predict which catalyst facilitates the given reaction. (1) Reactant: [N:1]1[C:10]2[C:5](=[CH:6][C:7]([O:11][C:12]3[CH:18]=[CH:17][C:15]([NH2:16])=[CH:14][CH:13]=3)=[CH:8][CH:9]=2)[N:4]=[CH:3][CH:2]=1.[CH2:19]([S:22](Cl)(=[O:24])=[O:23])[CH2:20][CH3:21]. Product: [CH2:19]([S:22]([N:16]([C:15]1[CH:17]=[CH:18][C:12]([O:11][C:7]2[CH:6]=[C:5]3[C:10](=[CH:9][CH:8]=2)[N:1]=[CH:2][CH:3]=[N:4]3)=[CH:13][CH:14]=1)[S:22]([CH2:19][CH2:20][CH3:21])(=[O:24])=[O:23])(=[O:24])=[O:23])[CH2:20][CH3:21]. The catalyst class is: 2. (2) Reactant: [N+:1]([C:4]1[C:5]([NH2:14])=[CH:6][CH:7]=[C:8]2[C:13]=1[N:12]=[CH:11][CH:10]=[CH:9]2)([O-:3])=[O:2].[H-].[Na+].I[CH3:18].O. Product: [CH3:18][NH:14][C:5]1[C:4]([N+:1]([O-:3])=[O:2])=[C:13]2[C:8]([CH:9]=[CH:10][CH:11]=[N:12]2)=[CH:7][CH:6]=1. The catalyst class is: 7. (3) Reactant: [F:1][C:2]([F:13])([F:12])[O:3][C:4]1[CH:11]=[CH:10][C:7]([CH:8]=O)=[CH:6][CH:5]=1.[CH3:14][C:15]1([CH3:23])[O:22][C:20](=[O:21])[CH2:19][C:17](=[O:18])[O:16]1.C([O-])(=O)C.[NH2+]1CCCCC1.C([BH3-])#N.[Na+].Cl. Product: [CH3:14][C:15]1([CH3:23])[O:22][C:20](=[O:21])[CH:19]([CH2:8][C:7]2[CH:10]=[CH:11][C:4]([O:3][C:2]([F:13])([F:12])[F:1])=[CH:5][CH:6]=2)[C:17](=[O:18])[O:16]1. The catalyst class is: 8. (4) Reactant: CS(Cl)(=O)=O.CS([O-])(=O)=O.[F:11][C:12]1[CH:17]=[CH:16][C:15]([C:18]2[NH:22][C:21](=[S:23])[N:20]([CH2:24][CH2:25]O)[C:19]=2[C:27]2[CH:32]=[CH:31][N:30]=[C:29]([NH:33][C:34](=[O:36])[CH3:35])[CH:28]=2)=[CH:14][CH:13]=1. Product: [F:11][C:12]1[CH:17]=[CH:16][C:15]([C:18]2[N:22]=[C:21]3[N:20]([C:19]=2[C:27]2[CH:32]=[CH:31][N:30]=[C:29]([NH:33][C:34](=[O:36])[CH3:35])[CH:28]=2)[CH2:24][CH2:25][S:23]3)=[CH:14][CH:13]=1. The catalyst class is: 17.